From a dataset of Forward reaction prediction with 1.9M reactions from USPTO patents (1976-2016). Predict the product of the given reaction. (1) Given the reactants Cl[C:2]1[N:10]=[CH:9][N:8]=[C:7]2[C:3]=1[NH:4][CH:5]=[N:6]2.N12CCN(CC1)CC2.[Cl:19][C:20]1[CH:25]=[CH:24][CH:23]=[CH:22][C:21]=1[C:26]1[C:35]([CH2:36][OH:37])=[CH:34][C:33]2[C:28](=[C:29]([CH3:38])[CH:30]=[CH:31][CH:32]=2)[N:27]=1.[H-].[Na+], predict the reaction product. The product is: [N:10]1[C:2]([O:37][CH2:36][C:35]2[C:26]([C:21]3[CH:22]=[CH:23][CH:24]=[CH:25][C:20]=3[Cl:19])=[N:27][C:28]3[C:33]([CH:34]=2)=[CH:32][CH:31]=[CH:30][C:29]=3[CH3:38])=[C:3]2[C:7]([NH:6][CH:5]=[N:4]2)=[N:8][CH:9]=1. (2) Given the reactants [I:1]C1C2C=NC=CC=2OC=1C1C=CC(C2(NC(=O)OC(C)(C)C)CCC2)=CC=1.[C:29]([C:31]1[C:32]([O:63]C)=[C:33]([C:37]#[C:38][C:39]2[CH:44]=[CH:43][C:42]([C:45]3([NH:56]S(C(C)(C)C)=O)[CH2:48][N:47]([C:49]([O:51][C:52]([CH3:55])([CH3:54])[CH3:53])=[O:50])[CH2:46]3)=[CH:41][CH:40]=2)[CH:34]=[CH:35][CH:36]=1)#[N:30], predict the reaction product. The product is: [NH2:56][C:45]1([C:42]2[CH:41]=[CH:40][C:39]([C:38]3[O:63][C:32]4[C:31]([C:29]#[N:30])=[CH:36][CH:35]=[CH:34][C:33]=4[C:37]=3[I:1])=[CH:44][CH:43]=2)[CH2:46][N:47]([C:49]([O:51][C:52]([CH3:55])([CH3:53])[CH3:54])=[O:50])[CH2:48]1. (3) Given the reactants [CH2:1]([N:8]([CH2:20][C:21]1[CH:26]=[CH:25][CH:24]=[CH:23][CH:22]=1)[C@H:9]1[CH2:14][CH2:13][N:12]([CH2:15][CH2:16][OH:17])[CH2:11][C@H:10]1[O:18][CH3:19])[C:2]1[CH:7]=[CH:6][CH:5]=[CH:4][CH:3]=1.[CH3:27][S:28](Cl)(=[O:30])=[O:29].C(N(CC)CC)C.FC1C=C2C(C=CC(=O)N2CCN2CCC(NCC3C=CC4OCC(=O)NC=4N=3)CC2)=CC=1, predict the reaction product. The product is: [CH3:27][S:28]([O:17][CH2:16][CH2:15][N:12]1[CH2:13][CH2:14][C@H:9]([N:8]([CH2:1][C:2]2[CH:3]=[CH:4][CH:5]=[CH:6][CH:7]=2)[CH2:20][C:21]2[CH:22]=[CH:23][CH:24]=[CH:25][CH:26]=2)[C@H:10]([O:18][CH3:19])[CH2:11]1)(=[O:30])=[O:29]. (4) Given the reactants [O:1]1[CH:5]=[CH:4][CH:3]=[C:2]1[C:6]1[C:11]([I:12])=[C:10](S(C)=O)[N:9]=[C:8]([NH2:16])[N:7]=1.[CH:17]1([OH:23])[CH2:22][CH2:21][CH2:20][CH2:19][CH2:18]1.C1CCN2C(=NCCC2)CC1, predict the reaction product. The product is: [CH:17]1([O:23][C:10]2[C:11]([I:12])=[C:6]([C:2]3[O:1][CH:5]=[CH:4][CH:3]=3)[N:7]=[C:8]([NH2:16])[N:9]=2)[CH2:22][CH2:21][CH2:20][CH2:19][CH2:18]1. (5) Given the reactants [Br:1][C:2]1[CH:3]=[CH:4][C:5]([CH2:8][CH2:9][NH2:10])=[N:6][CH:7]=1.[C:11](O[C:11]([O:13][C:14]([CH3:17])([CH3:16])[CH3:15])=[O:12])([O:13][C:14]([CH3:17])([CH3:16])[CH3:15])=[O:12], predict the reaction product. The product is: [Br:1][C:2]1[CH:3]=[CH:4][C:5]([CH2:8][CH2:9][NH:10][C:11](=[O:12])[O:13][C:14]([CH3:17])([CH3:16])[CH3:15])=[N:6][CH:7]=1.